This data is from Catalyst prediction with 721,799 reactions and 888 catalyst types from USPTO. The task is: Predict which catalyst facilitates the given reaction. Reactant: [Li]CCCC.Br[C:7]1[CH:12]=[CH:11][C:10]([Br:13])=[CH:9][C:8]=1[C:14]([F:17])([F:16])[F:15].CN([CH:21]=[O:22])C. Product: [Br:13][C:10]1[CH:11]=[CH:12][C:7]([CH:21]=[O:22])=[C:8]([C:14]([F:17])([F:16])[F:15])[CH:9]=1. The catalyst class is: 28.